This data is from Full USPTO retrosynthesis dataset with 1.9M reactions from patents (1976-2016). The task is: Predict the reactants needed to synthesize the given product. (1) Given the product [C:25]([O:28][C:29](=[O:31])[N:19]([CH:13]([C:21]#[N:22])[CH2:12][CH2:11][C@H:10]([O:15][CH3:16])[CH2:9][O:8][CH2:1][C:2]1[CH:7]=[CH:6][CH:5]=[CH:4][CH:3]=1)[CH2:17][CH3:18])([CH3:27])([CH3:26])[CH3:24], predict the reactants needed to synthesize it. The reactants are: [CH2:1]([O:8][CH2:9][C@@H:10]([O:15][CH3:16])[CH2:11][CH2:12][CH:13]=O)[C:2]1[CH:7]=[CH:6][CH:5]=[CH:4][CH:3]=1.[CH2:17]([NH2:19])[CH3:18].Cl.[C-:21]#[N:22].[Na+].[CH3:24][C:25]([O:28][C:29]([O:31]C(OC(C)(C)C)=O)=O)([CH3:27])[CH3:26]. (2) Given the product [CH3:23][N:24]([CH3:26])[NH:25][C:20]([C:10]1[S:9][C:8]([NH:7][C:1]2[CH:6]=[CH:5][CH:4]=[CH:3][CH:2]=2)=[C:12]2[C:13]3[O:17][N:16]=[CH:15][C:14]=3[CH2:18][CH2:19][C:11]=12)=[O:22], predict the reactants needed to synthesize it. The reactants are: [C:1]1([NH:7][C:8]2[S:9][C:10]([C:20]([OH:22])=O)=[C:11]3[CH2:19][CH2:18][C:14]4[CH:15]=[N:16][O:17][C:13]=4[C:12]=23)[CH:6]=[CH:5][CH:4]=[CH:3][CH:2]=1.[CH3:23][N:24]([CH3:26])[NH2:25].ON1C2C=CC=CC=2N=N1.CCN=C=NCCCN(C)C.C(O)(=O)CC(CC(O)=O)(C(O)=O)O. (3) Given the product [CH3:25][C:21]1[N:10]2[C:11](=[O:20])[C:12]([C:13]3[CH:18]=[CH:17][CH:16]=[CH:15][C:14]=3[CH3:19])=[C:7]([CH2:6][S:35][C:34]3[N:26]=[CH:27][N:28]=[C:29]4[C:33]=3[N:32]=[CH:31][NH:30]4)[N:8]=[C:9]2[CH:24]=[CH:23][CH:22]=1, predict the reactants needed to synthesize it. The reactants are: CS(O[CH2:6][C:7]1[N:8]=[C:9]2[CH:24]=[CH:23][CH:22]=[C:21]([CH3:25])[N:10]2[C:11](=[O:20])[C:12]=1[C:13]1[CH:18]=[CH:17][CH:16]=[CH:15][C:14]=1[CH3:19])(=O)=O.[N:26]1[C:34]([SH:35])=[C:33]2[C:29]([NH:30][CH:31]=[N:32]2)=[N:28][CH:27]=1.C([O-])([O-])=O.[K+].[K+].O. (4) Given the product [NH:1]([C:23]([O:25][C:26]([CH3:29])([CH3:27])[CH3:28])=[O:24])[C@H:2]([C:13]([N:15]1[CH2:22][CH2:21][CH2:20][C@H:16]1[C:17]([NH:47][C@H:48]([C:70]([NH2:72])=[O:71])[CH2:49][S:50][C:51]([C:52]1[CH:57]=[CH:56][CH:55]=[CH:54][CH:53]=1)([C:64]1[CH:65]=[CH:66][CH:67]=[CH:68][CH:69]=1)[C:58]1[CH:59]=[CH:60][CH:61]=[CH:62][CH:63]=1)=[O:18])=[O:14])[CH2:3][C:4]1[C:12]2[C:7](=[CH:8][CH:9]=[CH:10][CH:11]=2)[NH:6][CH:5]=1, predict the reactants needed to synthesize it. The reactants are: [NH:1]([C:23]([O:25][C:26]([CH3:29])([CH3:28])[CH3:27])=[O:24])[C@H:2]([C:13]([N:15]1[CH2:22][CH2:21][CH2:20][C@H:16]1[C:17](O)=[O:18])=[O:14])[CH2:3][C:4]1[C:12]2[C:7](=[CH:8][CH:9]=[CH:10][CH:11]=2)[NH:6][CH:5]=1.C(N(CC)CC)C.C1C=CC2N(O)N=NC=2C=1.[NH2:47][C@H:48]([C:70]([NH2:72])=[O:71])[CH2:49][S:50][C:51]([C:64]1[CH:69]=[CH:68][CH:67]=[CH:66][CH:65]=1)([C:58]1[CH:63]=[CH:62][CH:61]=[CH:60][CH:59]=1)[C:52]1[CH:57]=[CH:56][CH:55]=[CH:54][CH:53]=1. (5) The reactants are: [CH:1]1([C:4]2[C:13]3[CH2:12][NH:11][CH2:10][CH2:9][C:8]=3[C:7]([C:14]#[N:15])=[C:6]([N:16]3[CH2:21][CH2:20][N:19]([C:22](=[O:27])[CH2:23][CH2:24][O:25][CH3:26])[C@H:18]([CH:28]4[CH2:30][CH2:29]4)[CH2:17]3)[N:5]=2)[CH2:3][CH2:2]1.[C:31](Cl)(=[O:34])[CH:32]=[CH2:33]. Given the product [C:31]([N:11]1[CH2:12][C:13]2[C:4]([CH:1]3[CH2:2][CH2:3]3)=[N:5][C:6]([N:16]3[CH2:21][CH2:20][N:19]([C:22](=[O:27])[CH2:23][CH2:24][O:25][CH3:26])[C@H:18]([CH:28]4[CH2:29][CH2:30]4)[CH2:17]3)=[C:7]([C:14]#[N:15])[C:8]=2[CH2:9][CH2:10]1)(=[O:34])[CH:32]=[CH2:33], predict the reactants needed to synthesize it.